Dataset: Catalyst prediction with 721,799 reactions and 888 catalyst types from USPTO. Task: Predict which catalyst facilitates the given reaction. (1) Reactant: ClC1C=C(C=CC=1)C(OO)=[O:6].[CH2:12]([S:19][CH2:20][CH2:21][NH:22][C:23](=[O:34])[C:24]1[C:29]([C:30]([F:33])([F:32])[F:31])=[CH:28][CH:27]=[N:26][CH:25]=1)[C:13]1[CH:18]=[CH:17][CH:16]=[CH:15][CH:14]=1. Product: [CH2:12]([S:19]([CH2:20][CH2:21][NH:22][C:23](=[O:34])[C:24]1[C:29]([C:30]([F:33])([F:32])[F:31])=[CH:28][CH:27]=[N:26][CH:25]=1)=[O:6])[C:13]1[CH:14]=[CH:15][CH:16]=[CH:17][CH:18]=1. The catalyst class is: 4. (2) Reactant: [C:1]([O:5][C:6]([N:8]([CH:10]1[CH2:14][CH2:13][N:12]([S:15]([C:18]2[C:19]3[C:20]([Cl:29])=[CH:21][N:22]=[C:23](Cl)[C:24]=3[CH:25]=[CH:26][CH:27]=2)(=[O:17])=[O:16])[CH2:11]1)[CH3:9])=[O:7])([CH3:4])([CH3:3])[CH3:2].[O-:30][CH2:31][CH3:32].[Na+]. Product: [C:1]([O:5][C:6]([N:8]([C@H:10]1[CH2:14][CH2:13][N:12]([S:15]([C:18]2[C:19]3[C:20]([Cl:29])=[CH:21][N:22]=[C:23]([O:30][CH2:31][CH3:32])[C:24]=3[CH:25]=[CH:26][CH:27]=2)(=[O:16])=[O:17])[CH2:11]1)[CH3:9])=[O:7])([CH3:4])([CH3:3])[CH3:2]. The catalyst class is: 823. (3) Reactant: C([O-])(=O)C.[NH4+].[N+:6]([CH3:9])([O-:8])=[O:7].[CH2:10]([O:17][C:18]1[CH:19]=[C:20]([CH:23]=[CH:24][C:25]=1[O:26][CH2:27][CH2:28][CH2:29][O:30][CH3:31])[CH:21]=O)[C:11]1[CH:16]=[CH:15][CH:14]=[CH:13][CH:12]=1. Product: [CH2:10]([O:17][C:18]1[CH:19]=[C:20](/[CH:21]=[CH:9]/[N+:6]([O-:8])=[O:7])[CH:23]=[CH:24][C:25]=1[O:26][CH2:27][CH2:28][CH2:29][O:30][CH3:31])[C:11]1[CH:12]=[CH:13][CH:14]=[CH:15][CH:16]=1. The catalyst class is: 15. (4) Product: [Cl:23][C:5]1[C:4]([O:21][CH3:22])=[CH:3][C:2]([Cl:1])=[C:11]2[C:6]=1[CH:7]=[C:8]([C:16]([O:18][CH2:19][CH3:20])=[O:17])[CH:9]([C:12]([F:15])([F:14])[F:13])[O:10]2. The catalyst class is: 15. Reactant: [Cl:1][C:2]1[CH:3]=[C:4]([O:21][CH3:22])[CH:5]=[C:6]2[C:11]=1[O:10][CH:9]([C:12]([F:15])([F:14])[F:13])[C:8]([C:16]([O:18][CH2:19][CH3:20])=[O:17])=[CH:7]2.[Cl:23]Cl. (5) Reactant: [CH2:1]([O:3][C:4]1[C:8]([CH2:9][CH2:10][C:11]([O:13][CH2:14][CH3:15])=[O:12])=[CH:7][N:6](C(OCC2C=CC=CC=2)=O)[N:5]=1)[CH3:2]. Product: [CH2:1]([O:3][C:4]1[C:8]([CH2:9][CH2:10][C:11]([O:13][CH2:14][CH3:15])=[O:12])=[CH:7][NH:6][N:5]=1)[CH3:2]. The catalyst class is: 349. (6) Reactant: [C:1]([C:5]1[CH:15]=[CH:14][C:8]([O:9][CH2:10][C:11]([OH:13])=O)=[C:7]([Cl:16])[CH:6]=1)([CH3:4])([CH3:3])[CH3:2].[Cl-].ClC1N(C)CC[NH+]1C.C(N(CC)CC)C.Cl.[NH2:34][CH2:35][C:36]1[CH:41]=[CH:40][C:39]([NH:42][S:43]([CH3:46])(=[O:45])=[O:44])=[C:38]([F:47])[CH:37]=1. Product: [C:1]([C:5]1[CH:15]=[CH:14][C:8]([O:9][CH2:10][C:11]([NH:34][CH2:35][C:36]2[CH:41]=[CH:40][C:39]([NH:42][S:43]([CH3:46])(=[O:45])=[O:44])=[C:38]([F:47])[CH:37]=2)=[O:13])=[C:7]([Cl:16])[CH:6]=1)([CH3:2])([CH3:3])[CH3:4]. The catalyst class is: 7. (7) Product: [Br:1][C:2]1[CH:3]=[CH:4][C:5]([C:8]([C:10]2[CH:15]=[N:14][CH:13]=[N:12][CH:11]=2)=[O:9])=[CH:6][CH:7]=1. Reactant: [Br:1][C:2]1[CH:7]=[CH:6][C:5]([CH:8]([C:10]2[CH:11]=[N:12][CH:13]=[N:14][CH:15]=2)[OH:9])=[CH:4][CH:3]=1. The catalyst class is: 177.